Dataset: Reaction yield outcomes from USPTO patents with 853,638 reactions. Task: Predict the reaction yield, written as a fraction of the theoretical maximum amount of product (1.0 means a 100% yield; for example, 0.34 means a 34% yield). (1) The reactants are [Cl:1][C:2]1[CH:11]=[N:10][C:9]2[C:8]([N:12]3[CH2:17][CH2:16][O:15][CH2:14][CH2:13]3)=[N:7][C:6]([C:18]3[CH:19]=[C:20](O)[CH:21]=[CH:22][CH:23]=3)=[N:5][C:4]=2[CH:3]=1.[C:25](=[O:28])([O-])[O-:26].[K+].[K+].Cl[CH2:32]OC. The catalyst is CC(C)=O. The product is [Cl:1][C:2]1[CH:11]=[N:10][C:9]2[C:8]([N:12]3[CH2:13][CH2:14][O:15][CH2:16][CH2:17]3)=[N:7][C:6]([C:18]3[CH:23]=[CH:22][C:21]([O:26][CH2:25][O:28][CH3:32])=[CH:20][CH:19]=3)=[N:5][C:4]=2[CH:3]=1. The yield is 0.780. (2) The reactants are [Cl:1][C:2]1[CH:3]=[C:4](/[CH:9]=[CH:10]/[S:11]([NH:14][C:15]2[CH:23]=[CH:22][C:21]3[CH2:20][CH2:19][CH2:18][C:17]=3[C:16]=2[S:24]([NH2:27])(=[O:26])=[O:25])(=[O:13])=[O:12])[CH:5]=[CH:6][C:7]=1[Cl:8].ClC1C=C(/C=C/S(NC2C=C3C(CCC3)=CC=2S(N)(=O)=O)(=O)=O)C=CC=1Cl. No catalyst specified. The product is [Cl:1][C:2]1[CH:3]=[C:4]([CH2:9][CH2:10][S:11]([NH:14][C:15]2[CH:23]=[CH:22][C:21]3[CH2:20][CH2:19][CH2:18][C:17]=3[C:16]=2[S:24]([NH2:27])(=[O:26])=[O:25])(=[O:13])=[O:12])[CH:5]=[CH:6][C:7]=1[Cl:8]. The yield is 0.200. (3) The reactants are Cl[C:2]1[CH:7]=[C:6]([C:8]2[N:13]=[C:12]([N:14]3[CH2:19][CH2:18][O:17][C@@H:16]([C:20]4[CH:25]=[C:24]([C:26]#[N:27])[CH:23]=[CH:22][C:21]=4[O:28][CH3:29])[CH2:15]3)[N:11]([CH3:30])[C:10](=[O:31])[CH:9]=2)[CH:5]=[CH:4][N:3]=1.[NH:32](CCO)[CH2:33]CO. The product is [C:26]([C:24]1[CH:23]=[CH:22][C:21]([O:28][CH3:29])=[C:20]([C@@H:16]2[O:17][CH2:18][CH2:19][N:14]([C:12]3[N:11]([CH3:30])[C:10](=[O:31])[CH:9]=[C:8]([C:6]4[CH:5]=[CH:4][N:3]=[C:2]([NH:32][CH3:33])[CH:7]=4)[N:13]=3)[CH2:15]2)[CH:25]=1)#[N:27]. The yield is 0.0500. The catalyst is CNC=O. (4) The reactants are C1COCC1.C[O:7][C:8]1[C:25]2[C:24]3[C:19](=[CH:20][C:21]([O:37][CH2:38][CH2:39][CH2:40][CH2:41][CH2:42][CH2:43][CH2:44][CH2:45][CH2:46][CH3:47])=[C:22]([O:26][CH2:27][CH2:28][CH2:29][CH2:30][CH2:31][CH2:32][CH2:33][CH2:34][CH2:35][CH3:36])[CH:23]=3)[C:18]3[C:13](=[CH:14][C:15]([O:59][CH2:60][CH2:61][CH2:62][CH2:63][CH2:64][CH2:65][CH2:66][CH2:67][CH2:68][CH3:69])=[C:16]([O:48][CH2:49][CH2:50][CH2:51][CH2:52][CH2:53][CH2:54][CH2:55][CH2:56][CH2:57][CH3:58])[CH:17]=3)[C:12]=2[C:11]([O:70]C)=[CH:10][CH:9]=1. The catalyst is CCOCC. The product is [CH2:27]([O:26][C:22]1[CH:23]=[C:24]2[C:19](=[CH:20][C:21]=1[O:37][CH2:38][CH2:39][CH2:40][CH2:41][CH2:42][CH2:43][CH2:44][CH2:45][CH2:46][CH3:47])[C:18]1[C:13](=[CH:14][C:15]([O:59][CH2:60][CH2:61][CH2:62][CH2:63][CH2:64][CH2:65][CH2:66][CH2:67][CH2:68][CH3:69])=[C:16]([O:48][CH2:49][CH2:50][CH2:51][CH2:52][CH2:53][CH2:54][CH2:55][CH2:56][CH2:57][CH3:58])[CH:17]=1)[C:12]1[C:11](=[O:70])[CH:10]=[CH:9][C:8](=[O:7])[C:25]2=1)[CH2:28][CH2:29][CH2:30][CH2:31][CH2:32][CH2:33][CH2:34][CH2:35][CH3:36]. The yield is 0.800. (5) The reactants are [NH2:1][C:2]1[CH:7]=[CH:6][C:5]([NH2:8])=[CH:4][CH:3]=1.[CH2:9]([N:11]=[C:12]=[O:13])[CH3:10].C(=O)([O-])[O-].[K+].[K+]. The catalyst is C1COCC1. The product is [CH2:9]([NH:11][C:12]([NH:1][C:2]1[CH:7]=[CH:6][C:5]([NH2:8])=[CH:4][CH:3]=1)=[O:13])[CH3:10]. The yield is 0.620. (6) The reactants are [NH2:1][C:2]1[CH:3]=[CH:4][CH:5]=[C:6]2[C:11]=1[CH2:10][CH:9]([OH:12])[CH2:8][CH2:7]2.[Br:13][C:14]1[CH:15]=[C:16]([CH2:20][C:21](O)=[O:22])[CH:17]=[CH:18][CH:19]=1.C(N(CC)CC)C.ON1C2C=CC=CC=2N=N1.Cl.C(N=C=NCCCN(C)C)C. The catalyst is CN(C=O)C.O. The product is [Br:13][C:14]1[CH:15]=[C:16]([CH2:20][C:21]([NH:1][C:2]2[C:11]3[CH2:10][CH:9]([OH:12])[CH2:8][CH2:7][C:6]=3[CH:5]=[CH:4][CH:3]=2)=[O:22])[CH:17]=[CH:18][CH:19]=1. The yield is 0.120. (7) The reactants are [C:1]([C:4]1[O:5][C:6]2[CH:12]=[CH:11][C:10]([O:13]C)=[CH:9][C:7]=2[CH:8]=1)([OH:3])=[O:2]. The catalyst is ClCCl. The product is [C:1]([C:4]1[O:5][C:6]2[CH:12]=[CH:11][C:10]([OH:13])=[CH:9][C:7]=2[CH:8]=1)([OH:3])=[O:2]. The yield is 1.00.